Dataset: Catalyst prediction with 721,799 reactions and 888 catalyst types from USPTO. Task: Predict which catalyst facilitates the given reaction. (1) Reactant: C[N:2](C)[CH:3]=[C:4]([C:14]1[CH:19]=[CH:18][N:17]=[C:16]([S:20][CH3:21])[N:15]=1)[C:5]([C:7]1[CH:12]=[CH:11][C:10]([F:13])=[CH:9][CH:8]=1)=O.O.NN.C([N:28](CC)CC)C. Product: [F:13][C:10]1[CH:11]=[CH:12][C:7]([C:5]2[C:4]([C:14]3[CH:19]=[CH:18][N:17]=[C:16]([S:20][CH3:21])[N:15]=3)=[CH:3][NH:2][N:28]=2)=[CH:8][CH:9]=1. The catalyst class is: 8. (2) Reactant: [NH2:1][CH2:2][CH2:3][NH:4][C:5](=[O:11])[O:6][C:7]([CH3:10])([CH3:9])[CH3:8].[C:12]1([O:18][C:19](Cl)=[O:20])[CH:17]=[CH:16][CH:15]=[CH:14][CH:13]=1. Product: [C:12]1([O:18][C:19](=[O:20])[NH:1][CH2:2][CH2:3][NH:4][C:5]([O:6][C:7]([CH3:8])([CH3:10])[CH3:9])=[O:11])[CH:17]=[CH:16][CH:15]=[CH:14][CH:13]=1. The catalyst class is: 2. (3) Reactant: [OH-:1].[Li+].[OH:3][C:4]1[C:9]([OH:10])=[C:8]([OH:11])[CH:7]=[CH:6][C:5]=1[C:12](=[O:14])[CH3:13].Cl.B(Br)(Br)Br. Product: [OH:11][C:8]1[C:9]([OH:10])=[C:4]2[C:5]([C:12](=[O:14])[CH:13]=[C:12]([C:5]3[CH:6]=[CH:7][C:8]([OH:1])=[C:9]([OH:10])[CH:4]=3)[O:3]2)=[CH:6][CH:7]=1. The catalyst class is: 266. (4) Reactant: [F:1][C:2]([F:7])([F:6])[C:3]([OH:5])=[O:4].[CH2:8]([O:10][C:11]([O:13][CH:14]([O:16][C:17](=[O:33])[CH2:18][CH:19]([CH2:24][NH:25]C(OC(C)(C)C)=O)[CH2:20][CH:21]([CH3:23])[CH3:22])[CH3:15])=[O:12])[CH3:9]. Product: [OH:5][C:3]([C:2]([F:7])([F:6])[F:1])=[O:4].[CH2:8]([O:10][C:11]([O:13][CH:14]([O:16][C:17](=[O:33])[CH2:18][CH:19]([CH2:24][NH2:25])[CH2:20][CH:21]([CH3:22])[CH3:23])[CH3:15])=[O:12])[CH3:9]. The catalyst class is: 2.